Dataset: Full USPTO retrosynthesis dataset with 1.9M reactions from patents (1976-2016). Task: Predict the reactants needed to synthesize the given product. Given the product [C:1]([C:5]1[CH:6]=[C:7]([N:14]2[CH:19]=[CH:18][C:17](=[O:20])[NH:16][C:15]2=[O:21])[CH:8]=[C:9]([C:28]2[CH:27]=[CH:26][C:25]3[C:30](=[CH:31][CH:32]=[C:23]([OH:22])[CH:24]=3)[CH:29]=2)[C:10]=1[O:11][CH3:12])([CH3:4])([CH3:3])[CH3:2], predict the reactants needed to synthesize it. The reactants are: [C:1]([C:5]1[CH:6]=[C:7]([N:14]2[CH:19]=[CH:18][C:17](=[O:20])[NH:16][C:15]2=[O:21])[CH:8]=[C:9](I)[C:10]=1[O:11][CH3:12])([CH3:4])([CH3:3])[CH3:2].[OH:22][C:23]1[CH:24]=[C:25]2[C:30](=[CH:31][CH:32]=1)[CH:29]=[C:28](B(O)O)[CH:27]=[CH:26]2.[O-]P([O-])([O-])=O.[K+].[K+].[K+].CC12CC3(C)OC(C)(CC(C)(O3)O1)P2C1C=CC=CC=1.